This data is from Forward reaction prediction with 1.9M reactions from USPTO patents (1976-2016). The task is: Predict the product of the given reaction. Given the reactants [S-][C:2]#[N:3].[Na+].[Cl:5][CH2:6][C:7]1[CH:15]=[CH:14][C:10]([C:11](Cl)=[O:12])=[CH:9][CH:8]=1.[NH2:16][C:17]1[CH:18]=[C:19]([CH:31]=[CH:32][C:33]=1[NH:34][CH3:35])[O:20][C:21]1[CH:26]=[CH:25][N:24]=[C:23]([C:27](NC)=[O:28])[CH:22]=1.Cl.[CH2:37]([N:39]=C=NCCCN(C)C)C, predict the reaction product. The product is: [Cl:5][CH2:6][C:7]1[CH:15]=[CH:14][C:10]([C:11]([NH:39][C:37]2[N:34]([CH3:35])[C:33]3[CH:32]=[CH:31][C:19]([O:20][C:21]4[CH:26]=[CH:25][N:24]=[C:23]([C:27]([NH:3][CH3:2])=[O:28])[CH:22]=4)=[CH:18][C:17]=3[N:16]=2)=[O:12])=[CH:9][CH:8]=1.